This data is from NCI-60 drug combinations with 297,098 pairs across 59 cell lines. The task is: Regression. Given two drug SMILES strings and cell line genomic features, predict the synergy score measuring deviation from expected non-interaction effect. (1) Drug 1: C1=CC=C(C=C1)NC(=O)CCCCCCC(=O)NO. Drug 2: C1CN(P(=O)(OC1)NCCCl)CCCl. Cell line: NCI-H522. Synergy scores: CSS=-0.432, Synergy_ZIP=1.55, Synergy_Bliss=1.19, Synergy_Loewe=-8.27, Synergy_HSA=-4.44. (2) Drug 1: CCC1=CC2CC(C3=C(CN(C2)C1)C4=CC=CC=C4N3)(C5=C(C=C6C(=C5)C78CCN9C7C(C=CC9)(C(C(C8N6C)(C(=O)OC)O)OC(=O)C)CC)OC)C(=O)OC.C(C(C(=O)O)O)(C(=O)O)O. Cell line: HT29. Synergy scores: CSS=63.2, Synergy_ZIP=-5.87, Synergy_Bliss=-0.213, Synergy_Loewe=-0.865, Synergy_HSA=0.253. Drug 2: CCC1(C2=C(COC1=O)C(=O)N3CC4=CC5=C(C=CC(=C5CN(C)C)O)N=C4C3=C2)O.Cl.